This data is from Forward reaction prediction with 1.9M reactions from USPTO patents (1976-2016). The task is: Predict the product of the given reaction. Given the reactants [CH2:1]([O:3][CH:4]([O:14][CH2:15][CH3:16])[CH2:5][NH:6][CH2:7][C:8]1[CH:13]=[CH:12][CH:11]=[CH:10][N:9]=1)[CH3:2].[CH:17]1[C:29]2[CH:28]([CH2:30][O:31][C:32]([NH:34][C@@H:35]([CH2:39][C:40]3[CH:45]=[CH:44][C:43]([O:46][C:47]([CH3:50])([CH3:49])[CH3:48])=[CH:42][CH:41]=3)[C:36](O)=[O:37])=[O:33])[C:27]3[C:22](=[CH:23][CH:24]=[CH:25][CH:26]=3)[C:21]=2[CH:20]=[CH:19][CH:18]=1, predict the reaction product. The product is: [C:47]([O:46][C:43]1[CH:42]=[CH:41][C:40]([CH2:39][C@H:35]([NH:34][C:32](=[O:33])[O:31][CH2:30][CH:28]2[C:29]3[CH:17]=[CH:18][CH:19]=[CH:20][C:21]=3[C:22]3[C:27]2=[CH:26][CH:25]=[CH:24][CH:23]=3)[C:36]([N:6]([CH2:5][CH:4]([O:3][CH2:1][CH3:2])[O:14][CH2:15][CH3:16])[CH2:7][C:8]2[CH:13]=[CH:12][CH:11]=[CH:10][N:9]=2)=[O:37])=[CH:45][CH:44]=1)([CH3:50])([CH3:48])[CH3:49].